From a dataset of PAMPA (Parallel Artificial Membrane Permeability Assay) permeability data from NCATS. Regression/Classification. Given a drug SMILES string, predict its absorption, distribution, metabolism, or excretion properties. Task type varies by dataset: regression for continuous measurements (e.g., permeability, clearance, half-life) or binary classification for categorical outcomes (e.g., BBB penetration, CYP inhibition). Dataset: pampa_ncats. (1) The drug is CN1C=C(C2=C(C1=O)C=NC=C2)C3=C(C=C(C(=C3)OC)CN(C)C)OC. The result is 1 (high permeability). (2) The compound is CC1=C(N=C(S1)NC(=O)CC2=CC3=C(C=C2)OCO3)C4=CC5=C(C=C4)N(CC5)C. The result is 0 (low-to-moderate permeability). (3) The molecule is CC1=C2C(=CC=C1)/C(=C\C3=CC(=C(C(=C3)Cl)O)Cl)/C(=O)N2. The result is 1 (high permeability). (4) The drug is C1CN(CCC1C(=O)N)C2=NC(=CS2)C3=CC=CC(=C3)C#N. The result is 1 (high permeability). (5) The molecule is C1=CC=C(C=C1)NC2=NC=NC(=C2)C3=COC=C3. The result is 1 (high permeability). (6) The result is 1 (high permeability). The molecule is C/C=C\1/CN2CC[C@]34[C@@H]([C@H]1C[C@H]2[C@H]3N(C5=CC=CC=C45)C)C(=O)OC. (7) The drug is C1=CNC(=C1)C2=NNC(=C2)C(=O)NC3=C(C=C(C=C3)F)F. The result is 1 (high permeability). (8) The drug is C1=CC=C2C(=C1)C(=NC(=N2)C3=CC=NC=C3)NC4=CC(=C(C=C4)C5=C(C=C(C=C5)F)F)F. The result is 1 (high permeability). (9) The compound is COC(=O)[C@H]1CC2=C([C@@H](N1C(=O)CCl)C3=CC=C(C=C3)C(=O)OC)NC4=CC=CC=C24. The result is 1 (high permeability).